Dataset: Full USPTO retrosynthesis dataset with 1.9M reactions from patents (1976-2016). Task: Predict the reactants needed to synthesize the given product. Given the product [C:26]([C:34]1[CH:39]=[CH:38][C:37]([C:17]2[S:16][C:15]([CH2:14][O:13][C:10]3[CH:9]=[CH:8][C:7]([CH2:6][C@H:5]([O:22][CH2:23][CH3:24])[C:4]([OH:3])=[O:25])=[CH:12][CH:11]=3)=[C:19]([CH3:20])[CH:18]=2)=[CH:36][CH:35]=1)(=[O:33])[C:27]1[CH:32]=[CH:31][CH:30]=[CH:29][CH:28]=1, predict the reactants needed to synthesize it. The reactants are: C([O:3][C:4](=[O:25])[C@@H:5]([O:22][CH2:23][CH3:24])[CH2:6][C:7]1[CH:12]=[CH:11][C:10]([O:13][CH2:14][C:15]2[S:16][C:17](Br)=[CH:18][C:19]=2[CH3:20])=[CH:9][CH:8]=1)C.[C:26]([C:34]1[CH:39]=[CH:38][C:37](B(O)O)=[CH:36][CH:35]=1)(=[O:33])[C:27]1[CH:32]=[CH:31][CH:30]=[CH:29][CH:28]=1.